From a dataset of Reaction yield outcomes from USPTO patents with 853,638 reactions. Predict the reaction yield, written as a fraction of the theoretical maximum amount of product (1.0 means a 100% yield; for example, 0.34 means a 34% yield). (1) The reactants are C([O:8][C:9]1[CH:14]=[CH:13][C:12]2[C:15]3([CH2:38][O:39][C:11]=2[CH:10]=1)[C:23]1[C:18](=[CH:19][CH:20]=[CH:21][CH:22]=1)[N:17](C(C1C=CC=CC=1)C1C=CC=CC=1)[C:16]3=[O:37])C1C=CC=CC=1.[H][H]. The catalyst is CO.[OH-].[OH-].[Pd+2]. The product is [OH:8][C:9]1[CH:14]=[CH:13][C:12]2[C:15]3([CH2:38][O:39][C:11]=2[CH:10]=1)[C:23]1[C:18](=[CH:19][CH:20]=[CH:21][CH:22]=1)[NH:17][C:16]3=[O:37]. The yield is 0.830. (2) The reactants are I[C:2]1[N:3]=[C:4]2[C:10]3[CH:11]=[CH:12][C:13]([C:15]([O:17]C)=[O:16])=[CH:14][C:9]=3[O:8][CH2:7][CH2:6][N:5]2[CH:19]=1.[CH:20]([N:23]1[C:27](B2OC(C)(C)C(C)(C)O2)=[CH:26][CH:25]=[N:24]1)([CH3:22])[CH3:21].C(=O)([O-])[O-].[K+].[K+].C(#N)C. The catalyst is CCOC(C)=O.Cl[Pd](Cl)([P](C1C=CC=CC=1)(C1C=CC=CC=1)C1C=CC=CC=1)[P](C1C=CC=CC=1)(C1C=CC=CC=1)C1C=CC=CC=1. The product is [CH:20]([N:23]1[C:27]([C:2]2[N:3]=[C:4]3[C:10]4[CH:11]=[CH:12][C:13]([C:15]([OH:17])=[O:16])=[CH:14][C:9]=4[O:8][CH2:7][CH2:6][N:5]3[CH:19]=2)=[CH:26][CH:25]=[N:24]1)([CH3:22])[CH3:21]. The yield is 0.500. (3) The reactants are [P:1]([Cl:6])([Cl:5])([O:3][CH3:4])=[O:2].[N:7]1[CH:12]=[CH:11][CH:10]=[CH:9][CH:8]=1. No catalyst specified. The product is [P:1]([Cl:6])([Cl:5])([O-:3])=[O:2].[CH3:4][N+:7]1[CH:12]=[CH:11][CH:10]=[CH:9][CH:8]=1. The yield is 0.600. (4) The reactants are [NH:1]1[C:9]2[CH:8]=[CH:7][CH:6]=[C:5]([NH2:10])[C:4]=2[CH:3]=[N:2]1.Cl[C:12]1[C:21]([C:22]2[CH:27]=[C:26]([S:28][CH3:29])[N:25]=[C:24]([CH3:30])[N:23]=2)=[N:20][C:19]2[C:14](=[CH:15][CH:16]=[CH:17][CH:18]=2)[N:13]=1.C(O)C.N. The catalyst is Cl.CO.C(Cl)Cl. The product is [NH:1]1[C:9]2[C:4](=[C:5]([NH:10][C:12]3[C:21]([C:22]4[CH:27]=[C:26]([S:28][CH3:29])[N:25]=[C:24]([CH3:30])[N:23]=4)=[N:20][C:19]4[C:14](=[CH:15][CH:16]=[CH:17][CH:18]=4)[N:13]=3)[CH:6]=[CH:7][CH:8]=2)[CH:3]=[N:2]1. The yield is 0.455. (5) The reactants are [OH:1][CH2:2][CH:3]1[NH:8][CH2:7][CH2:6][N:5]([C:9]([O:11][C:12]([CH3:15])([CH3:14])[CH3:13])=[O:10])[CH2:4]1.C(N(CC)CC)C.[F:23][C:24]([F:36])([F:35])[C:25]1[CH:26]=[CH:27][C:28]([F:34])=[C:29]([CH:33]=1)[C:30](Cl)=[O:31].O. The catalyst is O1CCCC1. The product is [F:34][C:28]1[CH:27]=[CH:26][C:25]([C:24]([F:23])([F:35])[F:36])=[CH:33][C:29]=1[C:30]([N:8]1[CH2:7][CH2:6][N:5]([C:9]([O:11][C:12]([CH3:15])([CH3:14])[CH3:13])=[O:10])[CH2:4][CH:3]1[CH2:2][OH:1])=[O:31]. The yield is 0.670. (6) The reactants are [C:1]1(=O)[C:13]2[C:5]([C:6]3[C:11]([CH:12]=2)=[CH:10][CH:9]=[CH:8][CH:7]=3)=[CH:4][CH:3]=[CH:2]1.[CH3:15][C:16]1[CH:21]=[CH:20][CH:19]=[CH:18][C:17]=1[OH:22]. The catalyst is O.OP(O)(O)=O.O=[W](=O)=O.O=[W](=O)=O.O=[W](=O)=O.O=[W](=O)=O.O=[W](=O)=O.O=[W](=O)=O.O=[W](=O)=O.O=[W](=O)=O.O=[W](=O)=O.O=[W](=O)=O.O=[W](=O)=O.O=[W](=O)=O. The product is [OH:22][C:17]1[CH:18]=[CH:19][C:20]([C:13]2([C:1]3[CH:2]=[CH:3][C:17]([OH:22])=[C:16]([CH3:21])[CH:15]=3)[C:5]3[CH:4]=[CH:9][CH:8]=[CH:7][C:6]=3[C:11]3[C:12]2=[CH:18][CH:19]=[CH:20][CH:10]=3)=[CH:21][C:16]=1[CH3:15]. The yield is 0.835.